This data is from Full USPTO retrosynthesis dataset with 1.9M reactions from patents (1976-2016). The task is: Predict the reactants needed to synthesize the given product. (1) Given the product [F:23][C:20]([F:22])([F:21])[C:16]1[CH:15]=[C:14]([CH:19]=[CH:18][CH:17]=1)[O:13][C:11]1[CH:10]=[C:9]([C:24]2[S:35][C:34]([NH:33][CH:36]([CH3:43])[CH2:37][C:38]([O:40][CH2:41][CH3:42])=[O:39])=[N:27][N:26]=2)[CH:8]=[C:7]([O:6][C:5]2[CH:28]=[CH:29][CH:30]=[C:3]([C:2]([F:1])([F:32])[F:31])[CH:4]=2)[CH:12]=1, predict the reactants needed to synthesize it. The reactants are: [F:1][C:2]([F:32])([F:31])[C:3]1[CH:4]=[C:5]([CH:28]=[CH:29][CH:30]=1)[O:6][C:7]1[CH:8]=[C:9]([C:24]([NH:26][NH2:27])=O)[CH:10]=[C:11]([O:13][C:14]2[CH:19]=[CH:18][CH:17]=[C:16]([C:20]([F:23])([F:22])[F:21])[CH:15]=2)[CH:12]=1.[N:33]([CH:36]([CH3:43])[CH2:37][C:38]([O:40][CH2:41][CH3:42])=[O:39])=[C:34]=[S:35]. (2) Given the product [C:1]([NH:5][S:6]([C:9]1[CH:10]=[CH:11][C:12]([N:15]2[C:19]([C:20]3[CH:25]=[CH:24][C:23]([O:26][CH3:27])=[C:22]([F:28])[CH:21]=3)=[C:18]([Cl:29])[N:17]=[CH:16]2)=[CH:13][CH:14]=1)(=[O:7])=[O:8])([CH3:4])([CH3:3])[CH3:2], predict the reactants needed to synthesize it. The reactants are: [C:1]([NH:5][S:6]([C:9]1[CH:14]=[CH:13][C:12]([N:15]2[C:19]([C:20]3[CH:25]=[CH:24][C:23]([O:26][CH3:27])=[C:22]([F:28])[CH:21]=3)=[CH:18][N:17]=[CH:16]2)=[CH:11][CH:10]=1)(=[O:8])=[O:7])([CH3:4])([CH3:3])[CH3:2].[Cl:29]N1C(=O)CCC1=O. (3) The reactants are: [NH2:1][C:2]1[CH:7]=[CH:6][C:5]([C:8]2[N:9]([CH2:21][CH3:22])[C:10]3[C:15]([C:16]=2[C:17]#[N:18])=[CH:14][CH:13]=[C:12]([O:19][CH3:20])[CH:11]=3)=[CH:4][C:3]=1[F:23].Cl[C:25]([O:27][CH2:28][CH2:29][CH3:30])=[O:26]. Given the product [CH2:28]([O:27][C:25](=[O:26])[NH:1][C:2]1[CH:7]=[CH:6][C:5]([C:8]2[N:9]([CH2:21][CH3:22])[C:10]3[C:15]([C:16]=2[C:17]#[N:18])=[CH:14][CH:13]=[C:12]([O:19][CH3:20])[CH:11]=3)=[CH:4][C:3]=1[F:23])[CH2:29][CH3:30], predict the reactants needed to synthesize it. (4) Given the product [Cl:21][C:22]1[C:27]([O:28][CH3:29])=[CH:26][C:25]([NH:30][C:2]2[C:11]3[C:6](=[CH:7][C:8]([O:14][CH2:15][CH2:16][O:17][CH3:18])=[C:9]([O:12][CH3:13])[CH:10]=3)[N:5]=[CH:4][C:3]=2[C:19]#[N:20])=[C:24]([O:31][CH3:32])[CH:23]=1, predict the reactants needed to synthesize it. The reactants are: Cl[C:2]1[C:11]2[C:6](=[CH:7][C:8]([O:14][CH2:15][CH2:16][O:17][CH3:18])=[C:9]([O:12][CH3:13])[CH:10]=2)[N:5]=[CH:4][C:3]=1[C:19]#[N:20].[Cl:21][C:22]1[C:27]([O:28][CH3:29])=[CH:26][C:25]([NH2:30])=[C:24]([O:31][CH3:32])[CH:23]=1. (5) Given the product [F:67][C:64]([F:65])([F:66])[C:59]1[CH:60]=[CH:61][CH:62]=[CH:63][C:58]=1[C:57]([N:54]1[CH2:55][CH2:56][N:51]([C:49](=[O:50])[CH2:48][NH:47][C:23]([C:20]2[CH:19]=[CH:18][C:17]([NH:16][C:10]3[CH:11]=[CH:12][CH:13]=[CH:14][CH:15]=3)=[CH:22][N:21]=2)=[O:25])[CH2:52][CH2:53]1)=[O:68], predict the reactants needed to synthesize it. The reactants are: CCN(C(C)C)C(C)C.[C:10]1([NH:16][C:17]2[CH:18]=[CH:19][C:20]([C:23]([OH:25])=O)=[N:21][CH:22]=2)[CH:15]=[CH:14][CH:13]=[CH:12][CH:11]=1.CCN=C=NCCCN(C)C.C1C=CC2N(O)N=NC=2C=1.[NH2:47][CH2:48][C:49]([N:51]1[CH2:56][CH2:55][N:54]([C:57](=[O:68])[C:58]2[CH:63]=[CH:62][CH:61]=[CH:60][C:59]=2[C:64]([F:67])([F:66])[F:65])[CH2:53][CH2:52]1)=[O:50].Cl. (6) Given the product [OH:13][C:3]1[CH2:8][O:7][C:5](=[O:6])[C:4]=1[CH:10]([CH3:11])[CH3:12], predict the reactants needed to synthesize it. The reactants are: BrC[C:3](=[O:13])[CH:4]([CH:10]([CH3:12])[CH3:11])[C:5]([O:7][CH2:8]C)=[O:6].Br. (7) The reactants are: [Cl:1][C:2]1[C:7]([C:8]2[CH:13]=[CH:12][CH:11]=[C:10]([CH:14]=O)[CH:9]=2)=[CH:6][C:5]([CH2:16][NH:17][C:18](=[O:45])[CH2:19][CH2:20][C:21]([NH:23][CH2:24][C:25]2[C:26]([NH:38][CH:39]3[CH2:44][CH2:43][O:42][CH2:41][CH2:40]3)=[C:27]3[CH:35]=[N:34][N:33]([CH2:36][CH3:37])[C:28]3=[N:29][C:30]=2[CH2:31][CH3:32])=[O:22])=[CH:4][CH:3]=1.C[C@H:47]1[CH2:52][NH:51][CH2:50][CH2:49][N:48]1C(OC(C)(C)C)=O.C(O)(=O)C. Given the product [Cl:1][C:2]1[C:7]([C:8]2[CH:13]=[CH:12][CH:11]=[C:10]([CH2:14][N:48]3[CH2:49][CH2:50][NH:51][CH2:52][CH2:47]3)[CH:9]=2)=[CH:6][C:5]([CH2:16][NH:17][C:18](=[O:45])[CH2:19][CH2:20][C:21]([NH:23][CH2:24][C:25]2[C:26]([NH:38][CH:39]3[CH2:44][CH2:43][O:42][CH2:41][CH2:40]3)=[C:27]3[CH:35]=[N:34][N:33]([CH2:36][CH3:37])[C:28]3=[N:29][C:30]=2[CH2:31][CH3:32])=[O:22])=[CH:4][CH:3]=1, predict the reactants needed to synthesize it.